Dataset: NCI-60 drug combinations with 297,098 pairs across 59 cell lines. Task: Regression. Given two drug SMILES strings and cell line genomic features, predict the synergy score measuring deviation from expected non-interaction effect. (1) Drug 1: C(CC(=O)O)C(=O)CN.Cl. Drug 2: CC1C(C(CC(O1)OC2CC(CC3=C2C(=C4C(=C3O)C(=O)C5=CC=CC=C5C4=O)O)(C(=O)C)O)N)O. Cell line: HOP-92. Synergy scores: CSS=49.9, Synergy_ZIP=8.05, Synergy_Bliss=3.44, Synergy_Loewe=6.36, Synergy_HSA=7.03. (2) Drug 1: CC=C1C(=O)NC(C(=O)OC2CC(=O)NC(C(=O)NC(CSSCCC=C2)C(=O)N1)C(C)C)C(C)C. Drug 2: C1C(C(OC1N2C=NC3=C2NC=NCC3O)CO)O. Cell line: NCI-H522. Synergy scores: CSS=11.2, Synergy_ZIP=-1.30, Synergy_Bliss=-3.66, Synergy_Loewe=-25.0, Synergy_HSA=-2.71. (3) Drug 1: CC(C1=C(C=CC(=C1Cl)F)Cl)OC2=C(N=CC(=C2)C3=CN(N=C3)C4CCNCC4)N. Drug 2: C1=CC=C(C(=C1)C(C2=CC=C(C=C2)Cl)C(Cl)Cl)Cl. Cell line: M14. Synergy scores: CSS=-0.502, Synergy_ZIP=1.20, Synergy_Bliss=2.09, Synergy_Loewe=-0.899, Synergy_HSA=-1.35. (4) Drug 1: CCCCC(=O)OCC(=O)C1(CC(C2=C(C1)C(=C3C(=C2O)C(=O)C4=C(C3=O)C=CC=C4OC)O)OC5CC(C(C(O5)C)O)NC(=O)C(F)(F)F)O. Drug 2: CC=C1C(=O)NC(C(=O)OC2CC(=O)NC(C(=O)NC(CSSCCC=C2)C(=O)N1)C(C)C)C(C)C. Cell line: T-47D. Synergy scores: CSS=44.5, Synergy_ZIP=-0.397, Synergy_Bliss=-1.99, Synergy_Loewe=1.25, Synergy_HSA=1.61. (5) Drug 1: CNC(=O)C1=CC=CC=C1SC2=CC3=C(C=C2)C(=NN3)C=CC4=CC=CC=N4. Drug 2: CC1=C(C(=CC=C1)Cl)NC(=O)C2=CN=C(S2)NC3=CC(=NC(=N3)C)N4CCN(CC4)CCO. Cell line: SF-539. Synergy scores: CSS=19.7, Synergy_ZIP=-0.0456, Synergy_Bliss=0.382, Synergy_Loewe=3.36, Synergy_HSA=4.16. (6) Drug 1: CC1=C2C(C(=O)C3(C(CC4C(C3C(C(C2(C)C)(CC1OC(=O)C(C(C5=CC=CC=C5)NC(=O)OC(C)(C)C)O)O)OC(=O)C6=CC=CC=C6)(CO4)OC(=O)C)OC)C)OC. Drug 2: CC1CCC2CC(C(=CC=CC=CC(CC(C(=O)C(C(C(=CC(C(=O)CC(OC(=O)C3CCCCN3C(=O)C(=O)C1(O2)O)C(C)CC4CCC(C(C4)OC)O)C)C)O)OC)C)C)C)OC. Cell line: K-562. Synergy scores: CSS=58.8, Synergy_ZIP=2.49, Synergy_Bliss=1.32, Synergy_Loewe=-1.34, Synergy_HSA=5.36. (7) Drug 1: CCC1(CC2CC(C3=C(CCN(C2)C1)C4=CC=CC=C4N3)(C5=C(C=C6C(=C5)C78CCN9C7C(C=CC9)(C(C(C8N6C=O)(C(=O)OC)O)OC(=O)C)CC)OC)C(=O)OC)O.OS(=O)(=O)O. Drug 2: CC1=C(C(=CC=C1)Cl)NC(=O)C2=CN=C(S2)NC3=CC(=NC(=N3)C)N4CCN(CC4)CCO. Cell line: RPMI-8226. Synergy scores: CSS=39.9, Synergy_ZIP=4.27, Synergy_Bliss=3.39, Synergy_Loewe=-13.6, Synergy_HSA=1.61. (8) Drug 1: CCCS(=O)(=O)NC1=C(C(=C(C=C1)F)C(=O)C2=CNC3=C2C=C(C=N3)C4=CC=C(C=C4)Cl)F. Drug 2: C1=C(C(=O)NC(=O)N1)F. Cell line: CAKI-1. Synergy scores: CSS=36.4, Synergy_ZIP=9.83, Synergy_Bliss=9.47, Synergy_Loewe=9.34, Synergy_HSA=12.1. (9) Drug 1: C1C(C(OC1N2C=C(C(=O)NC2=O)F)CO)O. Drug 2: CC1=C(C(=CC=C1)Cl)NC(=O)C2=CN=C(S2)NC3=CC(=NC(=N3)C)N4CCN(CC4)CCO. Cell line: SNB-75. Synergy scores: CSS=9.13, Synergy_ZIP=-3.30, Synergy_Bliss=2.78, Synergy_Loewe=-3.81, Synergy_HSA=-0.399.